From a dataset of Forward reaction prediction with 1.9M reactions from USPTO patents (1976-2016). Predict the product of the given reaction. (1) Given the reactants C[O:2][C:3]1[CH:12]=[C:11]2[C:6]([CH:7]=[N:8][CH:9]=[N:10]2)=[CH:5][C:4]=1[C:13]1[N:18]=[N:17][C:16]([N:19]([CH3:30])[CH:20]2[CH2:25][C:24]([CH3:27])([CH3:26])[NH:23][C:22]([CH3:29])([CH3:28])[CH2:21]2)=[CH:15][CH:14]=1.B(Br)(Br)Br, predict the reaction product. The product is: [CH3:30][N:19]([CH:20]1[CH2:25][C:24]([CH3:27])([CH3:26])[NH:23][C:22]([CH3:29])([CH3:28])[CH2:21]1)[C:16]1[N:17]=[N:18][C:13]([C:4]2[CH:5]=[C:6]3[C:11](=[CH:12][C:3]=2[OH:2])[N:10]=[CH:9][N:8]=[CH:7]3)=[CH:14][CH:15]=1. (2) Given the reactants [Pb](Cl)Cl.Br[CH2:5]Br.[Cl:7][C:8]1[CH:13]=[CH:12][C:11]([C:14](=O)[CH3:15])=[C:10]([O:17][CH3:18])[C:9]=1[F:19].Cl, predict the reaction product. The product is: [Cl:7][C:8]1[C:9]([F:19])=[C:10]([O:17][CH3:18])[C:11]([C:14](=[CH2:5])[CH3:15])=[CH:12][CH:13]=1. (3) Given the reactants [Cl:1][C:2]1[C:7]([C:8]2[CH:13]=[CH:12][CH:11]=[C:10]([CH2:14][CH3:15])[CH:9]=2)=[C:6]([C:16]([C@@H:26]2[CH2:31][CH2:30][CH2:29][N:28]([C:32]([C:34]3[CH:39]=[CH:38][C:37]([CH2:40][N:41]([C:43]([O:45][C:46]([CH3:49])([CH3:48])[CH3:47])=[O:44])[CH3:42])=[CH:36][C:35]=3[CH2:50][CH2:51][C:52]#[N:53])=[O:33])[CH2:27]2)([OH:25])[CH2:17][CH2:18][CH2:19][NH:20][C:21](=[O:24])[O:22][CH3:23])[CH:5]=[CH:4][CH:3]=1.OO.C(=O)([O-])[O-:57].[K+].[K+], predict the reaction product. The product is: [NH2:53][C:52](=[O:57])[CH2:51][CH2:50][C:35]1[CH:36]=[C:37]([CH2:40][N:41]([CH3:42])[C:43](=[O:44])[O:45][C:46]([CH3:47])([CH3:48])[CH3:49])[CH:38]=[CH:39][C:34]=1[C:32]([N:28]1[CH2:29][CH2:30][CH2:31][C@@H:26]([C:16]([C:6]2[CH:5]=[CH:4][CH:3]=[C:2]([Cl:1])[C:7]=2[C:8]2[CH:13]=[CH:12][CH:11]=[C:10]([CH2:14][CH3:15])[CH:9]=2)([OH:25])[CH2:17][CH2:18][CH2:19][NH:20][C:21]([O:22][CH3:23])=[O:24])[CH2:27]1)=[O:33].